Task: Predict the product of the given reaction.. Dataset: Forward reaction prediction with 1.9M reactions from USPTO patents (1976-2016) (1) The product is: [Cl:1][C:2]1[CH:7]=[CH:6][CH:5]=[C:4]([Cl:8])[C:3]=1[N:9]1[C:13](=[O:14])[C:12]([C:15]([OH:17])=[O:16])=[CH:11][N:10]1[CH3:20]. Given the reactants [Cl:1][C:2]1[CH:7]=[CH:6][CH:5]=[C:4]([Cl:8])[C:3]=1[N:9]1[C:13](=[O:14])[C:12]([C:15]([O:17]CC)=[O:16])=[CH:11][N:10]1[CH3:20].O1CCCC1.[OH-].[Na+], predict the reaction product. (2) The product is: [C:32]([O:31][C:29]([N:25]1[CH2:24][CH2:23][C:22]2[C:27](=[CH:28][C:19]([O:18][CH2:17][CH:14]3[CH2:13][CH2:12][NH:11][CH2:16][CH2:15]3)=[CH:20][CH:21]=2)[CH2:26]1)=[O:30])([CH3:35])([CH3:33])[CH3:34]. Given the reactants C(OC([N:11]1[CH2:16][CH2:15][CH:14]([CH2:17][O:18][C:19]2[CH:28]=[C:27]3[C:22]([CH2:23][CH2:24][N:25]([C:29]([O:31][C:32]([CH3:35])([CH3:34])[CH3:33])=[O:30])[CH2:26]3)=[CH:21][CH:20]=2)[CH2:13][CH2:12]1)=O)C1C=CC=CC=1, predict the reaction product. (3) Given the reactants [NH2:1][C@H:2]1[CH2:7][CH2:6][N:5]([C:8]2[CH:9]=[C:10]([CH:15]=[CH:16][CH:17]=2)[C:11]([O:13][CH3:14])=[O:12])[CH2:4][C@H:3]1[O:18][CH2:19][CH2:20][CH3:21].[Cl:22][C:23]1[N:24]=[C:25]([C:30](O)=[O:31])[NH:26][C:27]=1[CH2:28][CH3:29].CCN=C=NCCCN(C)C.Cl.C1C=CC2N(O)N=NC=2C=1, predict the reaction product. The product is: [Cl:22][C:23]1[N:24]=[C:25]([C:30]([NH:1][C@H:2]2[CH2:7][CH2:6][N:5]([C:8]3[CH:9]=[C:10]([CH:15]=[CH:16][CH:17]=3)[C:11]([O:13][CH3:14])=[O:12])[CH2:4][C@H:3]2[O:18][CH2:19][CH2:20][CH3:21])=[O:31])[NH:26][C:27]=1[CH2:28][CH3:29].